From a dataset of Reaction yield outcomes from USPTO patents with 853,638 reactions. Predict the reaction yield, written as a fraction of the theoretical maximum amount of product (1.0 means a 100% yield; for example, 0.34 means a 34% yield). (1) The reactants are [NH2:1][C:2]1[CH:7]=[CH:6][C:5]([CH2:8][CH2:9][CH2:10][C:11]([NH:13][CH3:14])=[O:12])=[C:4]([F:15])[CH:3]=1.[C:16]1(=O)[CH2:19][CH2:18][CH2:17]1.C[Si]([C:25]#[N:26])(C)C. The catalyst is C(OCC)(=O)C. The product is [C:25]([C:16]1([NH:1][C:2]2[CH:7]=[CH:6][C:5]([CH2:8][CH2:9][CH2:10][C:11]([NH:13][CH3:14])=[O:12])=[C:4]([F:15])[CH:3]=2)[CH2:19][CH2:18][CH2:17]1)#[N:26]. The yield is 0.920. (2) The reactants are [Cl:1][C:2]1[C:7]([CH:8]=[O:9])=[C:6]([Cl:10])[N:5]=[CH:4][N:3]=1.S(Cl)([Cl:14])(=O)=O.CC(N=NC(C#N)(C)C)(C#N)C. The catalyst is C(Cl)(Cl)(Cl)Cl. The product is [Cl:1][C:2]1[C:7]([C:8]([Cl:14])=[O:9])=[C:6]([Cl:10])[N:5]=[CH:4][N:3]=1. The yield is 1.00. (3) The reactants are [CH2:1]([O:3][C:4]([C:6]1[C:14]2[CH2:13][CH2:12][N:11]([C:15]3[CH:20]=[CH:19][C:18](I)=[CH:17][CH:16]=3)[C:10](=[O:22])[C:9]=2[N:8]([C:23]2[CH:28]=[CH:27][C:26]([O:29][CH3:30])=[CH:25][CH:24]=2)[N:7]=1)=[O:5])[CH3:2].[CH:31]([C:33]1[CH:38]=[CH:37][CH:36]=[CH:35][C:34]=1B(O)O)=[O:32].C([O-])([O-])=O.[K+].[K+]. The catalyst is C1(C)C=CC=CC=1.C(O)C.O.C1C=CC([P]([Pd]([P](C2C=CC=CC=2)(C2C=CC=CC=2)C2C=CC=CC=2)([P](C2C=CC=CC=2)(C2C=CC=CC=2)C2C=CC=CC=2)[P](C2C=CC=CC=2)(C2C=CC=CC=2)C2C=CC=CC=2)(C2C=CC=CC=2)C2C=CC=CC=2)=CC=1. The product is [CH2:1]([O:3][C:4]([C:6]1[C:14]2[CH2:13][CH2:12][N:11]([C:15]3[CH:20]=[CH:19][C:18]([C:34]4[CH:35]=[CH:36][CH:37]=[CH:38][C:33]=4[CH:31]=[O:32])=[CH:17][CH:16]=3)[C:10](=[O:22])[C:9]=2[N:8]([C:23]2[CH:28]=[CH:27][C:26]([O:29][CH3:30])=[CH:25][CH:24]=2)[N:7]=1)=[O:5])[CH3:2]. The yield is 0.840. (4) The reactants are [F:1][C:2]1[CH:15]=[CH:14][C:13]([C:16]([F:19])([F:18])[F:17])=[CH:12][C:3]=1/[CH:4]=[N:5]/[S@:6]([C:8]([CH3:11])([CH3:10])[CH3:9])=[O:7].[CH3:20][Mg]Br.C1COCC1. The catalyst is ClCCl. The product is [F:1][C:2]1[CH:15]=[CH:14][C:13]([C:16]([F:19])([F:17])[F:18])=[CH:12][C:3]=1[CH:4]([NH:5][S@:6]([C:8]([CH3:11])([CH3:9])[CH3:10])=[O:7])[CH3:20]. The yield is 0.400. (5) The reactants are [Br:1][C:2]1[CH:3]=[CH:4][C:5]2[N:6]([C:8]([C:11]([F:26])([F:25])[C:12]3[CH:13]=[CH:14][C:15]4[N:16]([CH:18]=[C:19]([C:21]([O:23]C)=[O:22])[N:20]=4)[N:17]=3)=[N:9][N:10]=2)[CH:7]=1.[Li+].[OH-]. The catalyst is O.CO. The product is [Br:1][C:2]1[CH:3]=[CH:4][C:5]2[N:6]([C:8]([C:11]([F:26])([F:25])[C:12]3[CH:13]=[CH:14][C:15]4[N:16]([CH:18]=[C:19]([C:21]([OH:23])=[O:22])[N:20]=4)[N:17]=3)=[N:9][N:10]=2)[CH:7]=1. The yield is 0.900. (6) The reactants are [NH:1]1[CH2:4][CH:3]([C:5]2[CH:6]=[CH:7][C:8]3[O:17][CH2:16][CH2:15][C:14]4[S:13][C:12]([C:18]5[N:19]([CH:23]([CH3:25])[CH3:24])[N:20]=[CH:21][N:22]=5)=[N:11][C:10]=4[C:9]=3[CH:26]=2)[CH2:2]1.[F:27][C:28]1[CH:35]=[C:34]([F:36])[CH:33]=[CH:32][C:29]=1[CH:30]=O.C(O[BH-](OC(=O)C)OC(=O)C)(=O)C.[Na+].C(=O)(O)[O-].[Na+]. The catalyst is C(Cl)(Cl)Cl. The product is [F:27][C:28]1[CH:35]=[C:34]([F:36])[CH:33]=[CH:32][C:29]=1[CH2:30][N:1]1[CH2:4][CH:3]([C:5]2[CH:6]=[CH:7][C:8]3[O:17][CH2:16][CH2:15][C:14]4[S:13][C:12]([C:18]5[N:19]([CH:23]([CH3:24])[CH3:25])[N:20]=[CH:21][N:22]=5)=[N:11][C:10]=4[C:9]=3[CH:26]=2)[CH2:2]1. The yield is 0.500. (7) The reactants are [CH2:1]([N:8]1[CH2:13][CH2:12][N:11]([C:14](=[O:36])[C@@H:15]([NH:23][CH2:24][C:25]2[CH:30]=[CH:29][C:28]([CH2:31][CH2:32][CH2:33][CH2:34][CH3:35])=[CH:27][CH:26]=2)[CH2:16][C:17]2[CH:22]=[CH:21][CH:20]=[CH:19][CH:18]=2)[CH2:10][CH2:9]1)[C:2]1[CH:7]=[CH:6][CH:5]=[CH:4][CH:3]=1.[F:37][C:38]([F:51])([F:50])[C:39]1[CH:49]=[CH:48][CH:47]=[CH:46][C:40]=1/[CH:41]=[CH:42]/[C:43](O)=[O:44]. No catalyst specified. The product is [CH2:16]([C@H:15]([N:23]([CH2:24][C:25]1[CH:26]=[CH:27][C:28]([CH2:31][CH2:32][CH2:33][CH2:34][CH3:35])=[CH:29][CH:30]=1)[C:43](=[O:44])[CH:42]=[CH:41][C:40]1[CH:46]=[CH:47][CH:48]=[CH:49][C:39]=1[C:38]([F:50])([F:51])[F:37])[C:14]([N:11]1[CH2:10][CH2:9][N:8]([CH2:1][C:2]2[CH:7]=[CH:6][CH:5]=[CH:4][CH:3]=2)[CH2:13][CH2:12]1)=[O:36])[C:17]1[CH:22]=[CH:21][CH:20]=[CH:19][CH:18]=1. The yield is 0.600.